Binary Classification. Given a drug SMILES string, predict its activity (active/inactive) in a high-throughput screening assay against a specified biological target. From a dataset of Tyrosyl-DNA phosphodiesterase HTS with 341,365 compounds. (1) The molecule is S(=O)(=O)(N(CC)c1ccccc1)c1c(ccc(c1)C(O)=O)C. The result is 1 (active). (2) The molecule is Clc1c2c(c(OCC(=O)N3CCN(CCC3)CC(=O)NC(C)(C)C)cc1)cccc2. The result is 0 (inactive). (3) The drug is Clc1c(COc2c(OC)cc(cc2)C(OCC(=O)Nc2noc(c2)C)=O)cccc1. The result is 0 (inactive). (4) The compound is FC(F)c1n2ncc(C(=O)N3CCN(CC3)c3c(c(ccc3)C)C)c2nc(c1)c1ccccc1. The result is 0 (inactive). (5) The molecule is Fc1ccc(C(N2Cc3c(C2=O)cccc3)CC(=O)NCc2c(OC)cccc2)cc1. The result is 0 (inactive).